This data is from Full USPTO retrosynthesis dataset with 1.9M reactions from patents (1976-2016). The task is: Predict the reactants needed to synthesize the given product. (1) Given the product [C:1]([NH:4][C:5]1[CH:14]=[CH:13][C:12]2[C:7](=[CH:8][CH:9]=[CH:10][C:11]=2[NH2:15])[N:6]=1)(=[O:3])[CH3:2], predict the reactants needed to synthesize it. The reactants are: [C:1]([NH:4][C:5]1[CH:14]=[CH:13][C:12]2[C:7](=[CH:8][CH:9]=[CH:10][C:11]=2[N+:15]([O-])=O)[N:6]=1)(=[O:3])[CH3:2].[H][H]. (2) Given the product [Cl:1][C:2]1[CH:3]=[C:4]([F:26])[C:5]([C:8]2[N:13]=[N:12][C:11]([N:14]([CH3:25])[CH:15]3[CH2:16][C:17]([CH3:24])([CH3:23])[NH:18][C:19]([CH3:21])([CH3:22])[CH2:20]3)=[CH:10][CH:9]=2)=[C:6]([OH:29])[CH:7]=1, predict the reactants needed to synthesize it. The reactants are: [Cl:1][C:2]1[CH:7]=[CH:6][C:5]([C:8]2[N:13]=[N:12][C:11]([N:14]([CH3:25])[CH:15]3[CH2:20][C:19]([CH3:22])([CH3:21])[NH:18][C:17]([CH3:24])([CH3:23])[CH2:16]3)=[CH:10][CH:9]=2)=[C:4]([F:26])[CH:3]=1.S([O-])([O-])(=[O:29])=S.[Na+].[Na+].C(=O)([O-])[O-].[K+].[K+].Cl. (3) Given the product [NH2:1][C:2]1[N:3]=[CH:4][C:5]([C:8]2[CH:13]=[CH:12][C:11]([C:14]3[C:15]([S:20]([NH2:23])(=[O:21])=[O:22])=[CH:16][CH:17]=[CH:18][CH:19]=3)=[C:10]([F:28])[C:9]=2[F:29])=[N:6][CH:7]=1, predict the reactants needed to synthesize it. The reactants are: [NH2:1][C:2]1[N:3]=[CH:4][C:5]([C:8]2[CH:13]=[CH:12][C:11]([C:14]3[C:15]([S:20]([NH:23]C(C)(C)C)(=[O:22])=[O:21])=[CH:16][CH:17]=[CH:18][CH:19]=3)=[C:10]([F:28])[C:9]=2[F:29])=[N:6][CH:7]=1. (4) Given the product [CH3:9][C:10]1[N:15]=[C:14]([C:16](=[N:7][OH:8])[NH2:17])[CH:13]=[C:12]([C:18]2[CH:23]=[CH:22][C:21]([CH3:24])=[CH:20][CH:19]=2)[N:11]=1, predict the reactants needed to synthesize it. The reactants are: C(=O)([O-])O.[Na+].Cl.[NH2:7][OH:8].[CH3:9][C:10]1[N:15]=[C:14]([C:16]#[N:17])[CH:13]=[C:12]([C:18]2[CH:23]=[CH:22][C:21]([CH3:24])=[CH:20][CH:19]=2)[N:11]=1. (5) Given the product [CH:1]1([C:7]2[CH:11]=[C:10]([C:12]3[CH:13]=[CH:14][C:15]([O:18][C:19]([F:21])([F:20])[F:22])=[CH:16][CH:17]=3)[N:9]([CH2:23][C:24]3[CH:32]=[CH:31][C:27]([C:28]([NH:60][CH2:59][CH2:57][C:56]([O:55][CH2:53][CH3:54])=[O:61])=[O:29])=[CH:26][CH:25]=3)[N:8]=2)[CH2:6][CH2:5][CH2:4][CH2:3][CH2:2]1, predict the reactants needed to synthesize it. The reactants are: [CH:1]1([C:7]2[CH:11]=[C:10]([C:12]3[CH:17]=[CH:16][C:15]([O:18][C:19]([F:22])([F:21])[F:20])=[CH:14][CH:13]=3)[N:9]([CH2:23][C:24]3[CH:32]=[CH:31][C:27]([C:28](O)=[O:29])=[CH:26][CH:25]=3)[N:8]=2)[CH2:6][CH2:5][CH2:4][CH2:3][CH2:2]1.C1C=CC2N(O)N=NC=2C=1.CCN(C(C)C)C(C)C.Cl.[CH2:53]([O:55][C:56](=[O:61])[C@H:57]([CH2:59][NH2:60])N)[CH3:54]. (6) Given the product [CH3:37][C:27]1[N:26]=[C:25]([NH:24][C:4]2[C:3]([C:1]#[N:2])=[N:8][CH:7]=[CH:6][CH:5]=2)[CH:30]=[C:29]([C:31]2[C:32]([CH3:36])=[N:33][O:34][CH:35]=2)[CH:28]=1, predict the reactants needed to synthesize it. The reactants are: [C:1]([C:3]1[N:8]=[CH:7][C:6](N[C@@H]2CCCC[C@@H]2NC(=O)OC(C)(C)C)=[CH:5][C:4]=1[NH:24][C:25]1[CH:30]=[C:29]([C:31]2[C:32]([CH3:36])=[N:33][O:34][CH:35]=2)[CH:28]=[C:27]([CH3:37])[N:26]=1)#[N:2].C(O)(C(F)(F)F)=O. (7) Given the product [Br:1][C:2]1[N:3]([CH:33]([CH3:35])[CH3:34])[C:4]([CH:12]([C:26]2[CH:27]=[CH:28][C:29]([Cl:32])=[CH:30][CH:31]=2)[NH:13][C:14]2[CH:15]=[C:16]([O:24][CH3:25])[C:17]3[N:21]=[N:20][N:19]([CH3:22])[C:18]=3[CH:23]=2)=[C:5]([C:7]([OH:9])=[O:8])[N:6]=1, predict the reactants needed to synthesize it. The reactants are: [Br:1][C:2]1[N:3]([CH:33]([CH3:35])[CH3:34])[C:4]([CH:12]([C:26]2[CH:31]=[CH:30][C:29]([Cl:32])=[CH:28][CH:27]=2)[NH:13][C:14]2[CH:15]=[C:16]([O:24][CH3:25])[C:17]3[N:21]=[N:20][N:19]([CH3:22])[C:18]=3[CH:23]=2)=[C:5]([C:7]([O:9]CC)=[O:8])[N:6]=1.Cl. (8) Given the product [CH3:30][N:19]([CH:20]1[CH2:25][C:24]([CH3:27])([CH3:26])[NH:23][C:22]([CH3:29])([CH3:28])[CH2:21]1)[C:16]1[N:17]=[N:18][C:13]([C:4]2[CH:5]=[C:6]3[C:11](=[CH:12][C:3]=2[OH:2])[CH:10]=[N:9][CH:8]=[CH:7]3)=[CH:14][CH:15]=1, predict the reactants needed to synthesize it. The reactants are: C[O:2][C:3]1[CH:12]=[C:11]2[C:6]([CH:7]=[CH:8][N:9]=[CH:10]2)=[CH:5][C:4]=1[C:13]1[N:18]=[N:17][C:16]([N:19]([CH3:30])[CH:20]2[CH2:25][C:24]([CH3:27])([CH3:26])[NH:23][C:22]([CH3:29])([CH3:28])[CH2:21]2)=[CH:15][CH:14]=1.C1(S)C=CC=CC=1.